Dataset: Forward reaction prediction with 1.9M reactions from USPTO patents (1976-2016). Task: Predict the product of the given reaction. (1) The product is: [C:12]([NH:11][C:3]1[CH:4]=[CH:5][C:6]([N+:8]([O-:10])=[O:9])=[CH:7][C:2]=1[C:17]#[C:16][Si:18]([CH3:21])([CH3:20])[CH3:19])([CH3:15])([CH3:14])[CH3:13]. Given the reactants Br[C:2]1[CH:7]=[C:6]([N+:8]([O-:10])=[O:9])[CH:5]=[CH:4][C:3]=1[NH:11][C:12]([CH3:15])([CH3:14])[CH3:13].[C:16]([Si:18]([CH3:21])([CH3:20])[CH3:19])#[CH:17].N#N, predict the reaction product. (2) Given the reactants [Br:1][CH2:2][CH2:3][C:4](Cl)=[O:5].[NH2:7][CH2:8][CH2:9][S:10][C:11]([C:24]1[CH:29]=[CH:28][CH:27]=[CH:26][CH:25]=1)([C:18]1[CH:23]=[CH:22][CH:21]=[CH:20][CH:19]=1)[C:12]1[CH:17]=[CH:16][CH:15]=[CH:14][CH:13]=1.CCN(C(C)C)C(C)C.CC(O)=O, predict the reaction product. The product is: [Br:1][CH2:2][CH2:3][C:4]([NH:7][CH2:8][CH2:9][S:10][C:11]([C:18]1[CH:23]=[CH:22][CH:21]=[CH:20][CH:19]=1)([C:12]1[CH:13]=[CH:14][CH:15]=[CH:16][CH:17]=1)[C:24]1[CH:29]=[CH:28][CH:27]=[CH:26][CH:25]=1)=[O:5].